Task: Predict the product of the given reaction.. Dataset: Forward reaction prediction with 1.9M reactions from USPTO patents (1976-2016) (1) The product is: [CH2:26]([NH:18][C:6]1[S:7][C@H:8]2[O:9][C@H:10]([C@@H:11]([O:16][CH3:17])[C:12]([F:14])([F:13])[F:15])[C@@H:2]([OH:1])[C@H:3]([OH:28])[C@H:4]2[N:5]=1)[CH3:27]. Given the reactants [OH:1][C@@H:2]1[C@@H:10]([C@@H:11]([O:16][CH3:17])[C:12]([F:15])([F:14])[F:13])[O:9][C@H:8]2[C@H:4]([N:5]=[C:6]([N:18]([CH2:26][CH3:27])C(=O)OC(C)(C)C)[S:7]2)[C@H:3]1[OH:28].FC(F)(F)C(O)=O.CO.N, predict the reaction product. (2) Given the reactants [C:1]([C:4]1[CH:5]=[C:6]([CH:11]=[C:12]([Br:15])[C:13]=1[OH:14])[C:7]([O:9][CH3:10])=[O:8])(=[O:3])[CH3:2].C[Si]([N-][Si](C)(C)C)(C)C.[Li+].[C:26](=S)=[S:27].OS(O)(=O)=O.S, predict the reaction product. The product is: [Br:15][C:12]1[CH:11]=[C:6]([C:7]([O:9][CH3:10])=[O:8])[CH:5]=[C:4]2[C:13]=1[O:14][C:26](=[S:27])[CH:2]=[C:1]2[OH:3].